This data is from Reaction yield outcomes from USPTO patents with 853,638 reactions. The task is: Predict the reaction yield, written as a fraction of the theoretical maximum amount of product (1.0 means a 100% yield; for example, 0.34 means a 34% yield). (1) The reactants are [K+].[C:2]([C:4]1[N:5]=[C:6]([C:17]([O-:19])=O)[N:7]([CH2:9][O:10][CH2:11][CH2:12][Si:13]([CH3:16])([CH3:15])[CH3:14])[CH:8]=1)#[N:3].CCN(C(C)C)C(C)C.C1CN([P+](Br)(N2CCCC2)N2CCCC2)CC1.F[P-](F)(F)(F)(F)F.[C:53]([O:57][C:58]([N:60]1[CH2:65][CH2:64][CH:63]([C:66]2[CH:71]=[CH:70][C:69]([NH2:72])=[C:68]([C:73]3[CH2:78][CH2:77][CH2:76][CH2:75][CH:74]=3)[CH:67]=2)[CH2:62][CH2:61]1)=[O:59])([CH3:56])([CH3:55])[CH3:54]. The catalyst is C(Cl)Cl.CCOC(C)=O. The product is [C:53]([O:57][C:58]([N:60]1[CH2:65][CH2:64][CH:63]([C:66]2[CH:71]=[CH:70][C:69]([NH:72][C:17]([C:6]3[N:7]([CH2:9][O:10][CH2:11][CH2:12][Si:13]([CH3:14])([CH3:15])[CH3:16])[CH:8]=[C:4]([C:2]#[N:3])[N:5]=3)=[O:19])=[C:68]([C:73]3[CH2:78][CH2:77][CH2:76][CH2:75][CH:74]=3)[CH:67]=2)[CH2:62][CH2:61]1)=[O:59])([CH3:56])([CH3:54])[CH3:55]. The yield is 0.850. (2) The reactants are [CH2:1]([S:8][C:9]1([CH2:19][NH:20][C:21]([C:23]2[NH:24][C:25]3[C:30]([CH:31]=2)=[CH:29][CH:28]=[CH:27][C:26]=3[N:32]([CH3:41])[S:33]([C:36]2[S:37][CH:38]=[CH:39][CH:40]=2)(=[O:35])=[O:34])=[O:22])[CH2:18][CH2:17][C:12]2(OCC[O:13]2)[CH2:11][CH2:10]1)[C:2]1[CH:7]=[CH:6][CH:5]=[CH:4][CH:3]=1.C(O)(=O)C. The catalyst is O. The product is [CH2:1]([S:8][C:9]1([CH2:19][NH:20][C:21]([C:23]2[NH:24][C:25]3[C:30]([CH:31]=2)=[CH:29][CH:28]=[CH:27][C:26]=3[N:32]([CH3:41])[S:33]([C:36]2[S:37][CH:38]=[CH:39][CH:40]=2)(=[O:35])=[O:34])=[O:22])[CH2:18][CH2:17][C:12](=[O:13])[CH2:11][CH2:10]1)[C:2]1[CH:7]=[CH:6][CH:5]=[CH:4][CH:3]=1. The yield is 0.710.